Dataset: Retrosynthesis with 50K atom-mapped reactions and 10 reaction types from USPTO. Task: Predict the reactants needed to synthesize the given product. (1) Given the product COc1ccc(-c2nn(C3CCCCO3)c3ccc(C#N)cc23)cc1, predict the reactants needed to synthesize it. The reactants are: COc1ccc(B(O)O)cc1.N#Cc1ccc2c(c1)c(Br)nn2C1CCCCO1. (2) Given the product CCOC(=O)CNc1ccc(C)cc1, predict the reactants needed to synthesize it. The reactants are: CCOC(=O)CBr.Cc1ccc(N)cc1.